This data is from Reaction yield outcomes from USPTO patents with 853,638 reactions. The task is: Predict the reaction yield, written as a fraction of the theoretical maximum amount of product (1.0 means a 100% yield; for example, 0.34 means a 34% yield). (1) The product is [CH3:1][O:2][C:3](=[O:12])[C:4]1[CH:9]=[CH:8][C:7]([CH2:10][N:17]2[CH2:18][CH2:19][N:14]([CH3:13])[CH2:15][CH2:16]2)=[CH:6][CH:5]=1. The catalyst is CO.[Pt]. The yield is 0.850. The reactants are [CH3:1][O:2][C:3](=[O:12])[C:4]1[CH:9]=[CH:8][C:7]([CH:10]=O)=[CH:6][CH:5]=1.[CH3:13][N:14]1[CH2:19][CH2:18][NH:17][CH2:16][CH2:15]1.[H][H]. (2) The reactants are [H-].[Al+3].[Li+].[H-].[H-].[H-].[F:7][C:8]([F:19])([F:18])[C:9]1[CH:10]=[C:11]([CH:15]=[CH:16][CH:17]=1)[C:12](O)=[O:13].S(=O)(=O)(O)O.O. The catalyst is C1COCC1. The yield is 0.970. The product is [F:7][C:8]([F:18])([F:19])[C:9]1[CH:10]=[C:11]([CH2:12][OH:13])[CH:15]=[CH:16][CH:17]=1. (3) The reactants are [NH2:1][C:2]1[S:3][C:4]2[CH:10]=[C:9]([O:11][C:12]3[CH:13]=[C:14]([NH:18][C:19](=[O:31])[C:20]4[CH:25]=[CH:24][CH:23]=[C:22]([C:26]5([C:29]#[N:30])[CH2:28][CH2:27]5)[CH:21]=4)[CH:15]=[CH:16][CH:17]=3)[CH:8]=[CH:7][C:5]=2[N:6]=1.Cl.Cl.[CH3:34][N:35]1[CH2:40][CH2:39][N:38]([CH2:41][C:42](O)=[O:43])[CH2:37][CH2:36]1.Cl.C(N=C=NCCCN(C)C)C.C(N(CC)CC)C. The catalyst is N1C=CC=CC=1.CN(C)C1C=CN=CC=1.CO. The product is [C:29]([C:26]1([C:22]2[CH:21]=[C:20]([CH:25]=[CH:24][CH:23]=2)[C:19]([NH:18][C:14]2[CH:15]=[CH:16][CH:17]=[C:12]([O:11][C:9]3[CH:8]=[CH:7][C:5]4[N:6]=[C:2]([NH:1][C:42](=[O:43])[CH2:41][N:38]5[CH2:39][CH2:40][N:35]([CH3:34])[CH2:36][CH2:37]5)[S:3][C:4]=4[CH:10]=3)[CH:13]=2)=[O:31])[CH2:27][CH2:28]1)#[N:30]. The yield is 0.240. (4) The reactants are [CH2:1]=O.[OH:3][C:4]1[CH:9]=[CH:8][C:7]([C:10](=[O:12])[CH3:11])=[CH:6][CH:5]=1.[CH3:13][N:14]1[CH2:19][CH2:18][NH:17][CH2:16][CH2:15]1. The catalyst is CCO. The product is [OH:3][C:4]1[CH:9]=[CH:8][C:7]([C:10](=[O:12])[CH3:11])=[CH:6][C:5]=1[CH2:13][N:14]1[CH2:19][CH2:18][N:17]([CH3:1])[CH2:16][CH2:15]1. The yield is 0.550.